Task: Predict which catalyst facilitates the given reaction.. Dataset: Catalyst prediction with 721,799 reactions and 888 catalyst types from USPTO (1) Reactant: [CH3:1][C:2]([C:4]1[CH:9]=[CH:8][C:7]([Br:10])=[CH:6][CH:5]=1)=O.[NH2:11][C:12]1[CH:17]=[CH:16][CH:15]=[CH:14][N:13]=1.[OH-].[Na+]. Product: [Br:10][C:7]1[CH:8]=[CH:9][C:4]([C:2]2[N:11]=[C:12]3[CH:17]=[CH:16][CH:15]=[CH:14][N:13]3[CH:1]=2)=[CH:5][CH:6]=1. The catalyst class is: 8. (2) Product: [F:32][C:2]([F:1])([F:31])[C:3]1[CH:4]=[C:5]([C@H:13]2[NH:14][S:33](=[O:37])(=[O:36])[N:16]3[C@H:17]([C:20]4[CH:25]=[C:24]([C:26]([F:27])([F:28])[F:29])[CH:23]=[CH:22][C:21]=4[Cl:30])[CH2:18][CH2:19][C@@H:15]23)[CH:6]=[C:7]([C:9]([F:11])([F:10])[F:12])[CH:8]=1. The catalyst class is: 17. Reactant: [F:1][C:2]([F:32])([F:31])[C:3]1[CH:4]=[C:5]([C@H:13]([C@@H:15]2[CH2:19][CH2:18][C@@H:17]([C:20]3[CH:25]=[C:24]([C:26]([F:29])([F:28])[F:27])[CH:23]=[CH:22][C:21]=3[Cl:30])[NH:16]2)[NH2:14])[CH:6]=[C:7]([C:9]([F:12])([F:11])[F:10])[CH:8]=1.[S:33](=[O:37])(=[O:36])(N)N. (3) Reactant: [CH3:1][C:2]1[CH:7]=[C:6]([C:8]2[CH:13]=[CH:12][C:11]([CH2:14][C:15]([OH:17])=O)=[CH:10][CH:9]=2)[CH:5]=[CH:4][N:3]=1.[CH3:18][C:19]1[N:20]=[CH:21][N:22]([C:24]2[CH:25]=[CH:26][C:27]([NH2:30])=[N:28][CH:29]=2)[CH:23]=1.F[P-](F)(F)(F)(F)F.N1(OC(N(C)C)=[N+](C)C)C2N=CC=CC=2N=N1.CCN(C(C)C)C(C)C. Product: [CH3:18][C:19]1[N:20]=[CH:21][N:22]([C:24]2[CH:25]=[CH:26][C:27]([NH:30][C:15](=[O:17])[CH2:14][C:11]3[CH:10]=[CH:9][C:8]([C:6]4[CH:5]=[CH:4][N:3]=[C:2]([CH3:1])[CH:7]=4)=[CH:13][CH:12]=3)=[N:28][CH:29]=2)[CH:23]=1. The catalyst class is: 623. (4) Reactant: CC1C=CC(S(O[CH2:12][CH2:13][C:14]2[CH:19]=[CH:18][CH:17]=[C:16]([F:20])[C:15]=2[F:21])(=O)=O)=CC=1.[Li+].[Br-:23]. Product: [Br:23][CH2:12][CH2:13][C:14]1[CH:19]=[CH:18][CH:17]=[C:16]([F:20])[C:15]=1[F:21]. The catalyst class is: 21. (5) Reactant: [N+:1]([C:4]1[CH:12]=[CH:11][CH:10]=[C:9]2[C:5]=1[CH2:6][CH2:7][CH:8]2O)([O-:3])=[O:2].C1(C)C=CC(S(O)(=O)=O)=CC=1. Product: [N+:1]([C:4]1[CH:12]=[CH:11][CH:10]=[C:9]2[C:5]=1[CH2:6][CH:7]=[CH:8]2)([O-:3])=[O:2]. The catalyst class is: 11. (6) Reactant: [CH:1]1([NH:6][C:7]2[C:12]([CH:13]=O)=[CH:11][N:10]=[C:9]([S:15][CH3:16])[N:8]=2)[CH2:5][CH2:4][CH2:3][CH2:2]1.C([CH2:19][C:20](O)=[O:21])#N.C(N)C1C=CC=CC=1. Product: [CH:1]1([N:6]2[C:7]3[N:8]=[C:9]([S:15][CH3:16])[N:10]=[CH:11][C:12]=3[CH:13]=[CH:19][C:20]2=[O:21])[CH2:5][CH2:4][CH2:3][CH2:2]1. The catalyst class is: 15.